From a dataset of NCI-60 drug combinations with 297,098 pairs across 59 cell lines. Regression. Given two drug SMILES strings and cell line genomic features, predict the synergy score measuring deviation from expected non-interaction effect. Drug 1: CC1=CC=C(C=C1)C2=CC(=NN2C3=CC=C(C=C3)S(=O)(=O)N)C(F)(F)F. Drug 2: C1=NC2=C(N=C(N=C2N1C3C(C(C(O3)CO)O)O)F)N. Cell line: M14. Synergy scores: CSS=8.47, Synergy_ZIP=1.53, Synergy_Bliss=-4.61, Synergy_Loewe=-7.92, Synergy_HSA=-4.54.